This data is from Catalyst prediction with 721,799 reactions and 888 catalyst types from USPTO. The task is: Predict which catalyst facilitates the given reaction. (1) Reactant: [CH3:1][O:2][C:3](=[O:32])[C@@H:4]([N:27]1[CH:31]=[CH:30][CH:29]=[CH:28]1)[CH2:5][C:6]1[CH:11]=[CH:10][C:9]([C:12]#[C:13][CH2:14][N:15]2[CH2:20][CH2:19][CH:18]([C:21]3[CH:26]=[CH:25][CH:24]=[CH:23][CH:22]=3)[CH2:17][CH2:16]2)=[CH:8][CH:7]=1.COC(=O)[C@@H](N1C=CC=C1)CC1C=CC(CCCN(C)C2C=CC=CC=2)=CC=1. Product: [CH3:1][O:2][C:3](=[O:32])[C@@H:4]([N:27]1[CH:28]=[CH:29][CH:30]=[CH:31]1)[CH2:5][C:6]1[CH:7]=[CH:8][C:9]([CH2:12][CH2:13][CH2:14][N:15]2[CH2:16][CH2:17][CH:18]([C:21]3[CH:22]=[CH:23][CH:24]=[CH:25][CH:26]=3)[CH2:19][CH2:20]2)=[CH:10][CH:11]=1. The catalyst class is: 1. (2) Reactant: [C:1]1([S:7][C:8]2[CH:13]=[CH:12][C:11]([F:14])=[C:10]([F:15])[CH:9]=2)[CH:6]=[CH:5][CH:4]=[CH:3][CH:2]=1.[OH2:16].[OH:17]OS([O-])=O.[K+]. Product: [C:1]1([S:7]([C:8]2[CH:13]=[CH:12][C:11]([F:14])=[C:10]([F:15])[CH:9]=2)(=[O:17])=[O:16])[CH:2]=[CH:3][CH:4]=[CH:5][CH:6]=1. The catalyst class is: 10.